Task: Predict the product of the given reaction.. Dataset: Forward reaction prediction with 1.9M reactions from USPTO patents (1976-2016) (1) Given the reactants I[C:2]1[CH:7]=[CH:6][C:5]([C:8](=[O:12])[CH2:9][CH2:10][CH3:11])=[CH:4][CH:3]=1.[NH:13]1[CH2:17][CH2:16][CH2:15][C:14]1=[O:18].CN[C@@H]1CCCC[C@H]1NC.[O-]P([O-])([O-])=O.[K+].[K+].[K+], predict the reaction product. The product is: [C:8]([C:5]1[CH:6]=[CH:7][C:2]([N:13]2[CH2:17][CH2:16][CH2:15][C:14]2=[O:18])=[CH:3][CH:4]=1)(=[O:12])[CH2:9][CH2:10][CH3:11]. (2) Given the reactants [NH2:1][C:2]1[N:6]([CH3:7])[CH:5]=[N:4][C:3]=1[C:8]#[N:9].S(=O)(=O)(O)[OH:11], predict the reaction product. The product is: [NH2:1][C:2]1[N:6]([CH3:7])[CH:5]=[N:4][C:3]=1[C:8]([NH2:9])=[O:11]. (3) Given the reactants C([O:3][C:4]([C:6]1[N:7]([CH2:33][CH:34]=[CH2:35])[CH:8]=[C:9]([C:11]([C:17]2[CH:18]=[C:19]3[C:23](=[CH:24][CH:25]=2)[N:22]([C:26]2[CH:31]=[CH:30][C:29]([F:32])=[CH:28][CH:27]=2)[N:21]=[CH:20]3)([OH:16])[C:12]([F:15])([F:14])[F:13])[CH:10]=1)=O)C.[H-].C([Al+]CC(C)C)C(C)C.Cl.C(=O)(O)[O-].[Na+], predict the reaction product. The product is: [CH2:33]([N:7]1[C:6]([CH2:4][OH:3])=[CH:10][C:9]([C:11]([C:17]2[CH:18]=[C:19]3[C:23](=[CH:24][CH:25]=2)[N:22]([C:26]2[CH:27]=[CH:28][C:29]([F:32])=[CH:30][CH:31]=2)[N:21]=[CH:20]3)([OH:16])[C:12]([F:15])([F:14])[F:13])=[CH:8]1)[CH:34]=[CH2:35]. (4) Given the reactants [C:1]([Si:3]([CH:10]([CH3:12])[CH3:11])([CH:7]([CH3:9])[CH3:8])[CH:4]([CH3:6])[CH3:5])#[CH:2].Br[C:14]1[CH:15]=[CH:16][C:17]([F:21])=[C:18]([OH:20])[CH:19]=1.C(N(CC)CC)C, predict the reaction product. The product is: [F:21][C:17]1[CH:16]=[CH:15][C:14]([C:2]#[C:1][Si:3]([CH:7]([CH3:9])[CH3:8])([CH:4]([CH3:6])[CH3:5])[CH:10]([CH3:12])[CH3:11])=[CH:19][C:18]=1[OH:20]. (5) The product is: [Br:1][C:2]1[CH:3]=[C:4]2[C:8](=[CH:9][CH:10]=1)[C:7](=[C:12]1[S:13][CH2:14][CH2:15][CH2:16][S:17]1)[CH2:6][CH2:5]2. Given the reactants [Br:1][C:2]1[CH:3]=[C:4]2[C:8](=[CH:9][CH:10]=1)[C:7]([CH:12]1[S:17][CH2:16][CH2:15][CH2:14][S:13]1)(O)[CH2:6][CH2:5]2.O.C1(C)C=CC(S(O)(=O)=O)=CC=1, predict the reaction product. (6) Given the reactants F[C:2]1[CH:3]=[CH:4][C:5]([N+:9]([O-:11])=[O:10])=[C:6]([CH:8]=1)[NH2:7].[CH3:12][C@H:13]1[NH:18][CH2:17][C@H:16]([CH2:19][N:20]([CH3:22])[CH3:21])[O:15][CH2:14]1.C(N(CC)CC)C.CN1C(=O)CCC1, predict the reaction product. The product is: [NH2:7][C:6]1[CH:8]=[C:2]([N:18]2[C@H:13]([CH3:12])[CH2:14][O:15][C@H:16]([CH2:19][N:20]([CH3:21])[CH3:22])[CH2:17]2)[CH:3]=[CH:4][C:5]=1[N+:9]([O-:11])=[O:10]. (7) Given the reactants C[O:2][C:3]1C=C[C:6]([C:9]2N=C[N:12]=[CH:11][N:10]=2)=[CH:5][CH:4]=1.C(N)(=[O:18])C=C, predict the reaction product. The product is: [CH:9]1[N:10]=[CH:11][NH:12][C:6]=1/[CH:5]=[CH:4]/[C:3]([OH:2])=[O:18]. (8) Given the reactants [NH2:1][C:2]1[CH:7]=[CH:6][C:5]([C:8]2[N:9]=[CH:10][C:11]3[N:12]([N:14]=[C:15]([NH2:17])[N:16]=3)[CH:13]=2)=[CH:4][CH:3]=1.CCN(C(C)C)C(C)C.[CH:27]1([CH2:30][C:31](O)=[O:32])[CH2:29][CH2:28]1.CN(C(ON1N=NC2C=CC=NC1=2)=[N+](C)C)C.F[P-](F)(F)(F)(F)F, predict the reaction product. The product is: [NH2:17][C:15]1[N:16]=[C:11]2[CH:10]=[N:9][C:8]([C:5]3[CH:6]=[CH:7][C:2]([NH:1][C:31](=[O:32])[CH2:30][CH:27]4[CH2:29][CH2:28]4)=[CH:3][CH:4]=3)=[CH:13][N:12]2[N:14]=1. (9) Given the reactants [Cl:1][C:2]1[CH:7]=[CH:6][C:5]([S:8][C:9]2[N:13]([CH3:14])[C:12]([C:15]3[CH:19]=[CH:18][N:17]([CH2:20][CH3:21])[N:16]=3)=[N:11][C:10]=2[C:22]2[CH:29]=[CH:28][C:25]([C:26]#[N:27])=[CH:24][CH:23]=2)=[CH:4][CH:3]=1.[NH2:30][OH:31].CC(N(C)C)=O, predict the reaction product. The product is: [Cl:1][C:2]1[CH:3]=[CH:4][C:5]([S:8][C:9]2[N:13]([CH3:14])[C:12]([C:15]3[CH:19]=[CH:18][N:17]([CH2:20][CH3:21])[N:16]=3)=[N:11][C:10]=2[C:22]2[CH:23]=[CH:24][C:25]([C:26](=[N:30][OH:31])[NH2:27])=[CH:28][CH:29]=2)=[CH:6][CH:7]=1.